The task is: Predict which catalyst facilitates the given reaction.. This data is from Catalyst prediction with 721,799 reactions and 888 catalyst types from USPTO. (1) Reactant: C([O:3][C:4]([C@H:6]1[CH2:10][CH2:9][C:8](=[O:11])[N:7]1[C:12]1[CH:17]=[CH:16][C:15]([C@@H:18]([O:24][Si:25]([C:28]([CH3:31])([CH3:30])[CH3:29])([CH3:27])[CH3:26])[CH2:19][CH2:20][CH2:21][CH2:22][CH3:23])=[CH:14][CH:13]=1)=O)C.P([O-])([O-])([O-])=O.[K+].[K+].[K+].[BH4-].[Na+]. Product: [C:28]([Si:25]([CH3:27])([CH3:26])[O:24][C@H:18]([C:15]1[CH:14]=[CH:13][C:12]([N:7]2[C@@H:6]([CH2:4][OH:3])[CH2:10][CH2:9][C:8]2=[O:11])=[CH:17][CH:16]=1)[CH2:19][CH2:20][CH2:21][CH2:22][CH3:23])([CH3:31])([CH3:30])[CH3:29]. The catalyst class is: 8. (2) Reactant: Br[C:2]1[CH:7]=[CH:6][CH:5]=[CH:4][N:3]=1.ClCCl.[Cl-].[CH2:12]([Zn+])[C:13]([CH3:16])([CH3:15])[CH3:14].[Cl-].[NH4+]. Product: [CH2:12]([C:2]1[CH:7]=[CH:6][CH:5]=[CH:4][N:3]=1)[C:13]([CH3:16])([CH3:15])[CH3:14]. The catalyst class is: 140. (3) Reactant: [Cl:1][C:2]1[CH:3]=[C:4]([CH2:9][OH:10])[CH:5]=[N:6][C:7]=1[Cl:8].C(N(CC)CC)C.Cl[CH2:19][O:20][CH3:21]. Product: [Cl:8][C:7]1[C:2]([Cl:1])=[CH:3][C:4]([CH2:9][O:10][CH2:19][O:20][CH3:21])=[CH:5][N:6]=1. The catalyst class is: 2. (4) Reactant: [C:1]([C:3]1[CH:4]=[C:5]([C:25]([F:28])([F:27])[F:26])[N:6]2[CH2:23][CH2:22][N:21]([CH3:24])[C:8]3([CH2:13][CH2:12][N:11](C(OC(C)(C)C)=O)[CH2:10][CH2:9]3)[C:7]=12)#[N:2].[ClH:29].O1CCOCC1. Product: [ClH:29].[ClH:29].[CH3:24][N:21]1[CH2:22][CH2:23][N:6]2[C:5]([C:25]([F:28])([F:26])[F:27])=[CH:4][C:3]([C:1]#[N:2])=[C:7]2[C:8]21[CH2:13][CH2:12][NH:11][CH2:10][CH2:9]2. The catalyst class is: 2. (5) Reactant: [O:1]1[CH:6]2[CH2:7][NH:8][CH2:9][CH:5]2[O:4][CH2:3][CH2:2]1.[C:10]([C:12]1[CH:13]=[C:14]([NH:18][C:19]2[C:28]3[C:23](=[CH:24][C:25]([O:34][CH3:35])=[C:26]([O:29][CH2:30][CH2:31][CH2:32]Cl)[CH:27]=3)[N:22]=[CH:21][N:20]=2)[CH:15]=[CH:16][CH:17]=1)#[CH:11].C([O-])([O-])=O.[K+].[K+]. Product: [C:10]([C:12]1[CH:13]=[C:14]([NH:18][C:19]2[C:28]3[C:23](=[CH:24][C:25]([O:34][CH3:35])=[C:26]([O:29][CH2:30][CH2:31][CH2:32][N:8]4[CH2:7][CH:6]5[O:1][CH2:2][CH2:3][O:4][CH:5]5[CH2:9]4)[CH:27]=3)[N:22]=[CH:21][N:20]=2)[CH:15]=[CH:16][CH:17]=1)#[CH:11]. The catalyst class is: 639. (6) Reactant: [CH3:1][O:2][C:3]1[CH:4]=[C:5]([C:13]2[CH:14]=[C:15]([CH:21]=[CH:22][N:23]=2)[C:16](OCC)=[O:17])[CH:6]=[C:7]([O:11][CH3:12])[C:8]=1[O:9][CH3:10].[H-].[Al+3].[Li+].[H-].[H-].[H-].O.S([O-])([O-])(=O)=O.[Na+].[Na+]. Product: [OH:17][CH2:16][C:15]1[CH:21]=[CH:22][N:23]=[C:13]([C:5]2[CH:6]=[C:7]([O:11][CH3:12])[C:8]([O:9][CH3:10])=[C:3]([O:2][CH3:1])[CH:4]=2)[CH:14]=1. The catalyst class is: 1. (7) Reactant: [N:1]1([C:7]2[O:8][C:9]3[CH:15]=[CH:14][CH:13]=[CH:12][C:10]=3[N:11]=2)[CH2:6][CH2:5]C[CH2:3][CH2:2]1.O.O[N:18]1C2C=CC=CC=2N=N1.[C:27]([NH:34][C@H:35]([C:42]([OH:44])=O)[CH2:36][C:37]1[S:38][CH:39]=[CH:40][CH:41]=1)([O:29][C:30]([CH3:33])([CH3:32])[CH3:31])=[O:28].C(N(CC)CC)C.Cl.CN(C)CCCN=C=NCC. Product: [O:8]1[C:9]2[CH:15]=[CH:14][CH:13]=[CH:12][C:10]=2[N:11]=[C:7]1[N:1]1[CH2:6][CH2:5][N:18]([C:42](=[O:44])[C@@H:35]([NH:34][C:27](=[O:28])[O:29][C:30]([CH3:33])([CH3:32])[CH3:31])[CH2:36][C:37]2[S:38][CH:39]=[CH:40][CH:41]=2)[CH2:3][CH2:2]1. The catalyst class is: 526.